From a dataset of Forward reaction prediction with 1.9M reactions from USPTO patents (1976-2016). Predict the product of the given reaction. (1) Given the reactants [Br:1][C:2]1[CH:3]=[C:4]2[C:9](=[CH:10][CH:11]=1)[N:8]=[C:7](SC)[CH:6]([NH:14][C:15](=[O:21])[O:16][C:17]([CH3:20])([CH3:19])[CH3:18])[CH2:5]2.COC1C=C(C=CC=1)OC1C=C2C(=CC=1)N=C(SC)C(NC(=O)OC(C)(C)C)C2.COC1C=C(C=CC=1)OC1C=C2C(=CC=1)N1[C:67](=[O:70])[NH:68][N:69]=C1C(NC(=O)OC(C)(C)C)C2.N(C([O-])=O)N, predict the reaction product. The product is: [Br:1][C:2]1[CH:3]=[C:4]2[C:9](=[CH:10][CH:11]=1)[N:8]1[C:67](=[O:70])[NH:68][N:69]=[C:7]1[CH:6]([NH:14][C:15](=[O:21])[O:16][C:17]([CH3:20])([CH3:19])[CH3:18])[CH2:5]2. (2) Given the reactants [CH2:1]([C:3]1[C:11]2[S:10][CH2:9][CH:8]([C:12]3[CH:17]=[CH:16][C:15]([CH:18]([CH3:20])[CH3:19])=[CH:14][CH:13]=3)[C:7]=2[C:6]([CH3:21])=[C:5]([NH:22][C:23](=[O:29])[CH2:24][C:25]([CH3:28])([CH3:27])[CH3:26])[C:4]=1[CH3:30])[CH3:2].C(=O)([O-])[OH:32].[Na+].ClC1C=CC=C(C(OO)=O)C=1.S([O-])(O)(=O)=O.[Na+], predict the reaction product. The product is: [CH2:1]([C:3]1[C:11]2[S:10](=[O:32])[CH2:9][CH:8]([C:12]3[CH:17]=[CH:16][C:15]([CH:18]([CH3:19])[CH3:20])=[CH:14][CH:13]=3)[C:7]=2[C:6]([CH3:21])=[C:5]([NH:22][C:23](=[O:29])[CH2:24][C:25]([CH3:27])([CH3:26])[CH3:28])[C:4]=1[CH3:30])[CH3:2].